From a dataset of Forward reaction prediction with 1.9M reactions from USPTO patents (1976-2016). Predict the product of the given reaction. (1) Given the reactants [NH2:1][C:2]1[CH:3]=[C:4]([CH:17]=[CH:18][C:19]=1[Cl:20])[C:5]([O:7]N1C2C=CC=CC=2N=N1)=O.[C:21]1([C@H:27]([NH2:29])[CH3:28])[CH:26]=[CH:25][CH:24]=[CH:23][CH:22]=1.C(N(CC)CC)C.CN(C)C=O, predict the reaction product. The product is: [NH2:1][C:2]1[CH:3]=[C:4]([CH:17]=[CH:18][C:19]=1[Cl:20])[C:5]([NH:29][C@@H:27]([C:21]1[CH:26]=[CH:25][CH:24]=[CH:23][CH:22]=1)[CH3:28])=[O:7]. (2) Given the reactants [CH2:1]([O:3][C:4]([C:6]1[CH:10]=[C:9]([CH3:11])[NH:8][N:7]=1)=[O:5])[CH3:2].[B-](F)(F)(F)[F:13].[B-](F)(F)(F)F.C1[N+]2(CCl)CC[N+](F)(CC2)C1, predict the reaction product. The product is: [CH2:1]([O:3][C:4]([C:6]1[C:10]([F:13])=[C:9]([CH3:11])[NH:8][N:7]=1)=[O:5])[CH3:2]. (3) Given the reactants [C:1]([O:5][C:6](=[O:27])[CH2:7]/[N:8]=[CH:9]/[CH2:10][C:11]([CH3:26])([CH3:25])[CH2:12][CH2:13][O:14][CH2:15][CH2:16][O:17][Si:18]([C:21]([CH3:24])([CH3:23])[CH3:22])([CH3:20])[CH3:19])([CH3:4])([CH3:3])[CH3:2].[Cl:28][C:29]1[C:30]([F:47])=[C:31](/[CH:35]=[C:36](/[C:39]2[CH:44]=[CH:43][C:42]([Cl:45])=[CH:41][C:40]=2[F:46])\[C:37]#[N:38])[CH:32]=[CH:33][CH:34]=1.C(N(CC)CC)C.C1CCN2C(=NCCC2)CC1, predict the reaction product. The product is: [C:1]([O:5][C:6]([CH:7]1[CH:35]([C:31]2[CH:32]=[CH:33][CH:34]=[C:29]([Cl:28])[C:30]=2[F:47])[C:36]([C:39]2[CH:44]=[CH:43][C:42]([Cl:45])=[CH:41][C:40]=2[F:46])([C:37]#[N:38])[CH:9]([CH2:10][C:11]([CH3:26])([CH3:25])[CH2:12][CH2:13][O:14][CH2:15][CH2:16][O:17][Si:18]([C:21]([CH3:24])([CH3:23])[CH3:22])([CH3:20])[CH3:19])[NH:8]1)=[O:27])([CH3:4])([CH3:2])[CH3:3]. (4) Given the reactants ClC1C=C([C:9]2[N:13]3[C:14]4[N:22]=[C:21]([O:23][CH3:24])[CH:20]=[CH:19][C:15]=4[N:16]=[C:17]([CH3:18])[C:12]3=[C:11]([CH3:25])[N:10]=2)C=C(Cl)C=1.[Cl:26][C:27]1[CH:32]=[CH:31][C:30]([CH3:33])=[CH:29][C:28]=1B(O)O.C([O-])([O-])=O.[K+].[K+], predict the reaction product. The product is: [Cl:26][C:27]1[CH:32]=[CH:31][C:30]([CH3:33])=[CH:29][C:28]=1[C:9]1[N:13]2[C:14]3[N:22]=[C:21]([O:23][CH3:24])[CH:20]=[CH:19][C:15]=3[N:16]=[C:17]([CH3:18])[C:12]2=[C:11]([CH3:25])[N:10]=1. (5) Given the reactants CC1(C)C(C)(C)OB([C:9]2[CH:10]=[C:11]([CH2:15][N:16]3[CH2:21][CH2:20][O:19][CH2:18][CH2:17]3)[CH:12]=[N:13][CH:14]=2)O1.Br[C:24]1[CH:25]=[C:26]2[C:30](=[C:31]([C:33]([NH2:35])=[O:34])[CH:32]=1)[NH:29][CH:28]=[C:27]2[CH:36]1[CH2:41][CH2:40][N:39]([S:42]([CH2:45][CH3:46])(=[O:44])=[O:43])[CH2:38][CH2:37]1.C(=O)([O-])[O-].[K+].[K+].C12(PC34CC(CC3)CC4)CC(CC1)CC2, predict the reaction product. The product is: [CH2:45]([S:42]([N:39]1[CH2:38][CH2:37][CH:36]([C:27]2[C:26]3[C:30](=[C:31]([C:33]([NH2:35])=[O:34])[CH:32]=[C:24]([C:9]4[CH:14]=[N:13][CH:12]=[C:11]([CH2:15][N:16]5[CH2:17][CH2:18][O:19][CH2:20][CH2:21]5)[CH:10]=4)[CH:25]=3)[NH:29][CH:28]=2)[CH2:41][CH2:40]1)(=[O:44])=[O:43])[CH3:46]. (6) Given the reactants [C:1]([O:5][C:6]([NH:8][CH2:9][C:10]1([C:17](OCC(C2C=CC=CC=2)=C)=O)[CH2:15][CH2:14][CH2:13][CH2:12][C:11]1=[O:16])=[O:7])([CH3:4])([CH3:3])[CH3:2].[CH3:29][C:30]([CH3:32])=O, predict the reaction product. The product is: [O:16]=[C:11]1[CH2:12][CH2:13][CH2:14][CH2:15][C@@:10]1([CH2:9][NH:8][C:6](=[O:7])[O:5][C:1]([CH3:2])([CH3:3])[CH3:4])[CH2:17][C:30]([C:32]1[CH:14]=[CH:15][CH:10]=[CH:11][CH:12]=1)=[CH2:29].